Dataset: Full USPTO retrosynthesis dataset with 1.9M reactions from patents (1976-2016). Task: Predict the reactants needed to synthesize the given product. (1) Given the product [CH3:21][C:20]1[CH:19]=[CH:18][C:17]([NH:22][C:23](=[O:34])[C:24]2[CH:29]=[CH:28][CH:27]=[C:26]([C:30]([F:31])([F:33])[F:32])[CH:25]=2)=[CH:16][C:15]=1[NH:14][C:10]1[N:9]=[C:8]([C:5]2[CH:6]=[N:7][C:2]([N:35]3[CH2:40][CH2:39][O:38][CH2:37][CH2:36]3)=[CH:3][CH:4]=2)[CH:13]=[CH:12][N:11]=1, predict the reactants needed to synthesize it. The reactants are: Cl[C:2]1[N:7]=[CH:6][C:5]([C:8]2[CH:13]=[CH:12][N:11]=[C:10]([NH:14][C:15]3[CH:16]=[C:17]([NH:22][C:23](=[O:34])[C:24]4[CH:29]=[CH:28][CH:27]=[C:26]([C:30]([F:33])([F:32])[F:31])[CH:25]=4)[CH:18]=[CH:19][C:20]=3[CH3:21])[N:9]=2)=[CH:4][CH:3]=1.[NH:35]1[CH2:40][CH2:39][O:38][CH2:37][CH2:36]1. (2) Given the product [C:8]([C:4]1[CH:3]=[C:2]([C:25]2[CH:26]=[CH:27][CH:28]=[C:23]([CH2:22][NH:21][C:19](=[O:20])[O:18][C:14]([CH3:17])([CH3:16])[CH3:15])[CH:24]=2)[CH:7]=[CH:6][CH:5]=1)#[CH:9], predict the reactants needed to synthesize it. The reactants are: Br[C:2]1[CH:3]=[C:4]([C:8]#[C:9][Si](C)(C)C)[CH:5]=[CH:6][CH:7]=1.[C:14]([O:18][C:19]([NH:21][CH2:22][C:23]1[CH:24]=[C:25](B(O)O)[CH:26]=[CH:27][CH:28]=1)=[O:20])([CH3:17])([CH3:16])[CH3:15].C(Cl)Cl.[O-]P([O-])([O-])=O.[K+].[K+].[K+].C([O-])([O-])=O.[K+].[K+]. (3) Given the product [CH3:19][O:18][C:11]1[CH:12]=[CH:13][CH:14]=[C:15]([O:16][CH3:17])[C:10]=1[CH:2]1[N:1]([CH2:33][C:31]2[CH:30]=[CH:29][CH:28]=[C:27]([C:24]3[CH:23]=[CH:22][C:21]([F:20])=[CH:26][CH:25]=3)[N:32]=2)[C:6](=[O:8])[CH2:5][CH2:4][CH2:3]1, predict the reactants needed to synthesize it. The reactants are: [NH2:1][CH:2]([C:10]1[C:15]([O:16][CH3:17])=[CH:14][CH:13]=[CH:12][C:11]=1[O:18][CH3:19])[CH2:3][CH2:4][CH2:5][C:6]([O:8]C)=O.[F:20][C:21]1[CH:26]=[CH:25][C:24]([C:27]2[N:32]=[C:31]([CH:33]=O)[CH:30]=[CH:29][CH:28]=2)=[CH:23][CH:22]=1. (4) Given the product [CH3:1][O:2][C:3]1[C:8]([O:9][CH3:10])=[C:7]([O:11][CH3:12])[CH:6]=[C:5]([CH3:13])[C:4]=1[C:14]([C:16]1[C:17]([O:27][CH3:28])=[N:18][CH:19]=[C:20]([Br:26])[C:21]=1[C:22]([F:25])([F:23])[F:24])=[O:15], predict the reactants needed to synthesize it. The reactants are: [CH3:1][O:2][C:3]1[C:8]([O:9][CH3:10])=[C:7]([O:11][CH3:12])[CH:6]=[C:5]([CH3:13])[C:4]=1[CH:14]([C:16]1[C:17]([O:27][CH3:28])=[N:18][CH:19]=[C:20]([Br:26])[C:21]=1[C:22]([F:25])([F:24])[F:23])[OH:15]. (5) Given the product [Br:1][C:2]1[CH:3]=[C:4]2[C:7]([CH:15]=[CH:16][N:17]=[CH:5]2)=[CH:8][C:9]=1[F:10], predict the reactants needed to synthesize it. The reactants are: [Br:1][C:2]1[CH:3]=[C:4]([CH:7]=[CH:8][C:9]=1[F:10])[CH:5]=O.FC1C=C2C(=CC=1)C=[N:17][CH:16]=[CH:15]2. (6) Given the product [O:1]=[C:2]1[C:11]2[C:6](=[CH:7][CH:8]=[CH:9][CH:10]=2)[N:5]=[C:4]([CH2:12][CH2:13][CH2:14][C:15]([NH:31][C@H:28]2[CH2:27][CH2:26][C@H:25]([O:24][C:20]3[CH:19]=[N:18][CH:23]=[CH:22][CH:21]=3)[CH2:30][CH2:29]2)=[O:17])[NH:3]1, predict the reactants needed to synthesize it. The reactants are: [O:1]=[C:2]1[C:11]2[C:6](=[CH:7][CH:8]=[CH:9][CH:10]=2)[N:5]=[C:4]([CH2:12][CH2:13][CH2:14][C:15]([OH:17])=O)[NH:3]1.[N:18]1[CH:23]=[CH:22][CH:21]=[C:20]([O:24][C@H:25]2[CH2:30][CH2:29][C@H:28]([NH2:31])[CH2:27][CH2:26]2)[CH:19]=1. (7) Given the product [F:25][C:19]1[C:20]([F:24])=[CH:21][CH:22]=[CH:23][C:18]=1[C:16]1[N:17]=[C:12]2[CH:11]=[N:10][N:9]([CH2:8][C:5]3[CH:6]=[N:7][C:2]([C:32]4[CH:31]=[CH:30][C:29]([O:28][C:27]([F:26])([F:38])[F:39])=[CH:34][CH:33]=4)=[CH:3][CH:4]=3)[CH:14]=[C:13]2[N:15]=1, predict the reactants needed to synthesize it. The reactants are: Cl[C:2]1[N:7]=[CH:6][C:5]([CH2:8][N:9]2[CH:14]=[C:13]3[N:15]=[C:16]([C:18]4[CH:23]=[CH:22][CH:21]=[C:20]([F:24])[C:19]=4[F:25])[N:17]=[C:12]3[CH:11]=[N:10]2)=[CH:4][CH:3]=1.[F:26][C:27]([F:39])([F:38])[O:28][C:29]1[CH:34]=[CH:33][C:32](B(O)O)=[CH:31][CH:30]=1. (8) Given the product [CH3:59][O:60][C:61](=[O:62])[NH:63][CH:64]([CH2:68][CH:69]1[CH2:74][CH2:73][O:72][CH2:71][CH2:70]1)[C:65]([N:8]1[CH2:12][CH2:11][CH2:10][CH:9]1[C:13]1[NH:14][C:15]([C:18]2[CH:27]=[CH:26][C:25]3[C:20](=[CH:21][CH:22]=[C:23]([C:28]4[CH:29]=[CH:30][C:31]([C:34]5[NH:35][C:36]([CH:39]6[CH2:43][CH2:42][CH2:41][N:40]6[C:44](=[O:57])[CH:45]([NH:52][C:53]([O:55][CH3:56])=[O:54])[C:46]6[CH:47]=[CH:48][CH:49]=[CH:50][CH:51]=6)=[N:37][CH:38]=5)=[CH:32][CH:33]=4)[CH:24]=3)[CH:19]=2)=[CH:16][N:17]=1)=[O:67], predict the reactants needed to synthesize it. The reactants are: C(OC([N:8]1[CH2:12][CH2:11][CH2:10][CH:9]1[C:13]1[NH:14][C:15]([C:18]2[CH:27]=[CH:26][C:25]3[C:20](=[CH:21][CH:22]=[C:23]([C:28]4[CH:33]=[CH:32][C:31]([C:34]5[NH:35][C:36]([CH:39]6[CH2:43][CH2:42][CH2:41][N:40]6[C:44](=[O:57])[CH:45]([NH:52][C:53]([O:55][CH3:56])=[O:54])[C:46]6[CH:51]=[CH:50][CH:49]=[CH:48][CH:47]=6)=[N:37][CH:38]=5)=[CH:30][CH:29]=4)[CH:24]=3)[CH:19]=2)=[CH:16][N:17]=1)=O)(C)(C)C.Cl.[CH3:59][O:60][C:61]([NH:63][CH:64]([CH2:68][CH:69]1[CH2:74][CH2:73][O:72][CH2:71][CH2:70]1)[C:65]([OH:67])=O)=[O:62].CN(C(ON1N=NC2C=CC=NC1=2)=[N+](C)C)C.F[P-](F)(F)(F)(F)F.CCN(C(C)C)C(C)C. (9) Given the product [C:8]([OH:1])(=[O:1])[CH2:3][CH2:4][CH2:5][CH2:9][CH2:3][CH2:8][CH2:7][CH:6]=[CH:5][CH:4]=[CH:4][CH:5]=[CH:6][CH2:7][CH2:8][CH2:3][CH3:9], predict the reactants needed to synthesize it. The reactants are: [OH-:1].[K+].[C:3]1([CH3:9])[CH:8]=[CH:7][CH:6]=[CH:5][CH:4]=1.Cl. (10) Given the product [CH2:32]([O:31][C:30](=[O:39])[NH:29][C:13]([C:12]1[NH:11][CH:10]=[C:9]([CH2:8][C:7]([CH3:6])([CH3:44])[CH2:42][CH3:43])[N:5]=1)([CH3:14])[CH2:15][C:16]1[CH:21]=[CH:20][C:19]([C:22]2[CH:27]=[CH:26][C:25]([F:28])=[CH:24][N:23]=2)=[CH:18][CH:17]=1)[C:33]1[CH:34]=[CH:35][CH:36]=[CH:37][CH:38]=1, predict the reactants needed to synthesize it. The reactants are: C([O-])(=O)C.[NH4+:5].[CH3:6][C:7]([CH3:44])([CH2:42][CH3:43])[CH2:8][C:9](=O)[CH2:10][NH:11][C:12](=O)[C:13]([NH:29][C:30](=[O:39])[O:31][CH2:32][C:33]1[CH:38]=[CH:37][CH:36]=[CH:35][CH:34]=1)([CH2:15][C:16]1[CH:21]=[CH:20][C:19]([C:22]2[CH:27]=[CH:26][C:25]([F:28])=[CH:24][N:23]=2)=[CH:18][CH:17]=1)[CH3:14].C(=O)(O)[O-].[Na+].